Task: Predict which catalyst facilitates the given reaction.. Dataset: Catalyst prediction with 721,799 reactions and 888 catalyst types from USPTO (1) Reactant: O[CH:2]=[C:3]1[C:11]2[C:6](=[CH:7][C:8]([CH2:12][C:13]3[CH:14]=[C:15]([NH:19][C:20]([C:22]4[N:23]([CH3:28])[N:24]=[C:25]([CH3:27])[CH:26]=4)=[O:21])[CH:16]=[CH:17][CH:18]=3)=[CH:9][CH:10]=2)[NH:5][C:4]1=[O:29].[CH3:30][N:31]1[CH2:36][CH2:35][N:34]([C:37]2[CH:42]=[CH:41][C:40]([NH2:43])=[CH:39][CH:38]=2)[CH2:33][CH2:32]1. Product: [CH3:30][N:31]1[CH2:32][CH2:33][N:34]([C:37]2[CH:42]=[CH:41][C:40]([NH:43][CH:2]=[C:3]3[C:11]4[C:6](=[CH:7][C:8]([CH2:12][C:13]5[CH:14]=[C:15]([NH:19][C:20]([C:22]6[N:23]([CH3:28])[N:24]=[C:25]([CH3:27])[CH:26]=6)=[O:21])[CH:16]=[CH:17][CH:18]=5)=[CH:9][CH:10]=4)[NH:5][C:4]3=[O:29])=[CH:39][CH:38]=2)[CH2:35][CH2:36]1. The catalyst class is: 1. (2) Reactant: [CH2:1]([O:8][C:9]([NH:11][C@H:12]([C:16]1[CH:21]=[CH:20][CH:19]=[CH:18][CH:17]=1)[C:13]([OH:15])=O)=[O:10])[C:2]1[CH:7]=[CH:6][CH:5]=[CH:4][CH:3]=1.Cl.[NH2:23][C@H:24]([C:29]([OH:31])=[O:30])C(C)(C)C.N1[C:37]([CH3:38])=[CH:36]C=CC=1C.[CH3:40]N(C(ON1N=NC2C=CC=CC1=2)=[N+](C)C)C.[B-](F)(F)(F)F. Product: [CH2:1]([O:8][C:9]([NH:11][C@H:12]([C:16]1[CH:21]=[CH:20][CH:19]=[CH:18][CH:17]=1)[C:13]([NH:23][CH2:24][C:29]([O:31][C:37]([CH3:36])([CH3:38])[CH3:40])=[O:30])=[O:15])=[O:10])[C:2]1[CH:3]=[CH:4][CH:5]=[CH:6][CH:7]=1. The catalyst class is: 2. (3) Reactant: [OH:1]S([O-])(=O)=O.[K+].[F:7][C:8]([F:26])([C:16]([F:25])([F:24])[C:17]([F:23])([F:22])[C:18]([F:21])([F:20])[F:19])[CH2:9][CH2:10][S:11]([CH2:13][C:14]#[N:15])=[O:12].S([O-])([O-])=O.[Na+].[Na+]. Product: [F:26][C:8]([F:7])([C:16]([F:24])([F:25])[C:17]([F:22])([F:23])[C:18]([F:19])([F:20])[F:21])[CH2:9][CH2:10][S:11]([CH2:13][C:14]#[N:15])(=[O:1])=[O:12]. The catalyst class is: 72. (4) Reactant: [O:1]1CCO[CH:2]1[C:6]1[CH:7]=[N:8][N:9]([C:12]2[CH:17]=[CH:16][C:15]([O:18]C)=[CH:14][CH:13]=2)[C:10]=1[CH3:11].B(Br)(Br)Br. Product: [OH:18][C:15]1[CH:14]=[CH:13][C:12]([N:9]2[C:10]([CH3:11])=[C:6]([CH:2]=[O:1])[CH:7]=[N:8]2)=[CH:17][CH:16]=1. The catalyst class is: 2. (5) Reactant: Cl[C:2]1[N:7]=[C:6]([C:8]2[C:9]([C:17]3[CH:18]=[C:19]([NH:23][C:24](=[O:33])[C:25]4[C:30]([F:31])=[CH:29][CH:28]=[CH:27][C:26]=4[F:32])[CH:20]=[CH:21][CH:22]=3)=[N:10][N:11]3[CH:16]=[CH:15][CH:14]=[CH:13][C:12]=23)[CH:5]=[CH:4][N:3]=1.[CH3:34][C:35]1[S:36][C:37]2[CH:43]=[CH:42][C:41]([NH2:44])=[CH:40][C:38]=2[N:39]=1.Cl. Product: [F:32][C:26]1[CH:27]=[CH:28][CH:29]=[C:30]([F:31])[C:25]=1[C:24]([NH:23][C:19]1[CH:20]=[CH:21][CH:22]=[C:17]([C:9]2[C:8]([C:6]3[CH:5]=[CH:4][N:3]=[C:2]([NH:44][C:41]4[CH:42]=[CH:43][C:37]5[S:36][C:35]([CH3:34])=[N:39][C:38]=5[CH:40]=4)[N:7]=3)=[C:12]3[CH:13]=[CH:14][CH:15]=[CH:16][N:11]3[N:10]=2)[CH:18]=1)=[O:33]. The catalyst class is: 32.